This data is from Reaction yield outcomes from USPTO patents with 853,638 reactions. The task is: Predict the reaction yield, written as a fraction of the theoretical maximum amount of product (1.0 means a 100% yield; for example, 0.34 means a 34% yield). (1) The reactants are [CH3:1][C:2]1[C:7]([CH2:8][C:9]2[CH:14]=[CH:13][CH:12]=[CH:11][CH:10]=2)=[C:6]([CH3:15])[NH:5][C:4](=[O:16])[CH:3]=1.[Br:17]Br.N#N. The catalyst is C(O)(=O)C. The product is [CH3:1][C:2]1[C:7]([CH2:8][C:9]2[CH:14]=[CH:13][CH:12]=[CH:11][CH:10]=2)=[C:6]([CH3:15])[NH:5][C:4](=[O:16])[C:3]=1[Br:17]. The yield is 1.00. (2) The reactants are [CH3:1][O:2][C:3]1[CH:4]=[C:5]2[C:10](=[CH:11][C:12]=1[O:13][CH3:14])[N:9]=[CH:8][CH:7]=[C:6]2[O:15][C:16]1[C:22]([CH3:23])=[CH:21][C:19]([NH2:20])=[C:18]([CH3:24])[CH:17]=1.C1(C)C=CC=CC=1.C(N(CC)CC)C.Cl[C:40](Cl)([O:42]C(=O)OC(Cl)(Cl)Cl)Cl.[Br:51][C:52]1[CH:53]=[C:54]([CH:58]=[CH:59][CH:60]=1)[CH:55]([OH:57])[CH3:56]. The catalyst is C(Cl)Cl. The product is [CH3:1][O:2][C:3]1[CH:4]=[C:5]2[C:10](=[CH:11][C:12]=1[O:13][CH3:14])[N:9]=[CH:8][CH:7]=[C:6]2[O:15][C:16]1[C:22]([CH3:23])=[CH:21][C:19]([NH:20][C:40](=[O:42])[O:57][CH:55]([C:54]2[CH:58]=[CH:59][CH:60]=[C:52]([Br:51])[CH:53]=2)[CH3:56])=[C:18]([CH3:24])[CH:17]=1. The yield is 0.550.